This data is from Full USPTO retrosynthesis dataset with 1.9M reactions from patents (1976-2016). The task is: Predict the reactants needed to synthesize the given product. (1) Given the product [C:1]([O:5][C:6]([N:8]1[CH2:9][CH2:10][CH:11]([C:14]([N:49]2[CH2:50][CH:46]([C:41]3[CH:42]=[CH:43][C:44]([Cl:45])=[C:39]([Cl:38])[CH:40]=3)[CH:47]([CH:51]([O:53][C:54]3[CH:61]=[CH:60][C:57]([C:58]#[N:59])=[CH:56][N:55]=3)[CH3:52])[CH2:48]2)=[O:16])[CH2:12][CH2:13]1)=[O:7])([CH3:2])([CH3:3])[CH3:4], predict the reactants needed to synthesize it. The reactants are: [C:1]([O:5][C:6]([N:8]1[CH2:13][CH2:12][CH:11]([C:14]([OH:16])=O)[CH2:10][CH2:9]1)=[O:7])([CH3:4])([CH3:3])[CH3:2].C(Cl)CCl.C1C=CC2N(O)N=NC=2C=1.CCN(CC)CC.[Cl:38][C:39]1[CH:40]=[C:41]([CH:46]2[CH2:50][NH:49][CH2:48][CH:47]2[CH:51]([O:53][C:54]2[CH:61]=[CH:60][C:57]([C:58]#[N:59])=[CH:56][N:55]=2)[CH3:52])[CH:42]=[CH:43][C:44]=1[Cl:45]. (2) Given the product [CH2:1]([O:5][C:6]([C:8]1[N:9]=[C:10]([C:27]#[N:28])[C:11]2[C:16]([C:17]=1[OH:18])=[CH:15][C:14]([O:19][CH:20]1[CH2:25][CH2:24][CH2:23][CH2:22][CH2:21]1)=[CH:13][CH:12]=2)=[O:7])[CH2:2][CH2:3][CH3:4], predict the reactants needed to synthesize it. The reactants are: [CH2:1]([O:5][C:6]([C:8]1[N:9]=[C:10](Br)[C:11]2[C:16]([C:17]=1[OH:18])=[CH:15][C:14]([O:19][CH:20]1[CH2:25][CH2:24][CH2:23][CH2:22][CH2:21]1)=[CH:13][CH:12]=2)=[O:7])[CH2:2][CH2:3][CH3:4].[C:27]([Cu])#[N:28].CN1CCCC1. (3) Given the product [C:14]([CH:18]([CH2:24][CH:25]([CH3:28])[CH2:26][CH3:27])[CH2:19][CH2:20][C:21](=[O:23])[CH3:22])([CH3:17])([CH3:16])[CH3:15], predict the reactants needed to synthesize it. The reactants are: C(C(CCC)CCC(=O)C)(C)(C)C.[C:14](/[C:18](=[CH:24]/[CH:25]([CH3:28])[CH2:26][CH3:27])/[CH:19]=[CH:20]/[C:21](=[O:23])[CH3:22])([CH3:17])([CH3:16])[CH3:15]. (4) Given the product [NH2:12][C:9]1[CH:8]=[CH:7][CH:6]=[C:5]2[C:10]=1[CH:11]=[C:2]([Cl:1])[N:3]=[C:4]2[CH3:15], predict the reactants needed to synthesize it. The reactants are: [Cl:1][C:2]1[N:3]=[C:4]([CH3:15])[C:5]2[C:10]([CH:11]=1)=[C:9]([N+:12]([O-])=O)[CH:8]=[CH:7][CH:6]=2.[BH4-].[Na+]. (5) Given the product [ClH:32].[NH:1]1[C:9]2[C:4](=[CH:5][CH:6]=[C:7]([C:10]([NH:12][C@@H:13]([C:17]([N:19]3[CH2:24][CH2:23][CH:22]([CH:25]4[CH2:26][CH2:27][N:28]([CH3:31])[CH2:29][CH2:30]4)[CH2:21][CH2:20]3)=[O:18])[CH:14]([CH3:15])[CH3:16])=[O:11])[CH:8]=2)[CH:3]=[CH:2]1, predict the reactants needed to synthesize it. The reactants are: [NH:1]1[C:9]2[C:4](=[CH:5][CH:6]=[C:7]([C:10]([NH:12][C@@H:13]([C:17]([N:19]3[CH2:24][CH2:23][CH:22]([CH:25]4[CH2:30][CH2:29][N:28]([CH3:31])[CH2:27][CH2:26]4)[CH2:21][CH2:20]3)=[O:18])[CH:14]([CH3:16])[CH3:15])=[O:11])[CH:8]=2)[CH:3]=[CH:2]1.[ClH:32].